From a dataset of Full USPTO retrosynthesis dataset with 1.9M reactions from patents (1976-2016). Predict the reactants needed to synthesize the given product. (1) Given the product [CH3:33][C:32]([CH3:34])([CH3:35])[C:31]#[C:30][C:28]1[S:27][C:26]([C:36]([OH:38])=[O:37])=[C:25]([N:15]([C:16]([CH:18]2[CH2:19][CH2:20][CH:21]([CH3:24])[CH2:22][CH2:23]2)=[O:17])[N:14]([CH3:39])[CH:11]2[CH2:12][CH2:13][NH:8][CH2:9][CH2:10]2)[CH:29]=1, predict the reactants needed to synthesize it. The reactants are: C(OC([N:8]1[CH2:13][CH2:12][CH:11]([N:14]([CH3:39])[N:15]([C:25]2[CH:29]=[C:28]([C:30]#[C:31][C:32]([CH3:35])([CH3:34])[CH3:33])[S:27][C:26]=2[C:36]([OH:38])=[O:37])[C:16]([CH:18]2[CH2:23][CH2:22][CH:21]([CH3:24])[CH2:20][CH2:19]2)=[O:17])[CH2:10][CH2:9]1)=O)(C)(C)C.C(O)(C(F)(F)F)=O. (2) Given the product [CH3:33][O:32][CH2:31][C@H:30]([CH3:34])[O:29][C:14]1[CH:15]=[C:16]([CH:17]=[C:12]([C:9]2[NH:8][C:7]([C:5]3[O:1][C@@H:2]([CH2:35][O:36][Si:37]([CH:41]([CH3:43])[CH3:42])([CH:38]([CH3:39])[CH3:40])[CH:44]([CH3:46])[CH3:45])[CH2:3][N:4]=3)=[CH:11][CH:10]=2)[CH:13]=1)[O:18][C:19]1[CH:24]=[N:23][C:22]([S:25]([CH3:28])(=[O:26])=[O:27])=[CH:21][N:20]=1, predict the reactants needed to synthesize it. The reactants are: [OH:1][C@H:2]([CH2:35][O:36][Si:37]([CH:44]([CH3:46])[CH3:45])([CH:41]([CH3:43])[CH3:42])[CH:38]([CH3:40])[CH3:39])[CH2:3][NH:4][C:5]([C:7]1[NH:8][C:9]([C:12]2[CH:17]=[C:16]([O:18][C:19]3[CH:24]=[N:23][C:22]([S:25]([CH3:28])(=[O:27])=[O:26])=[CH:21][N:20]=3)[CH:15]=[C:14]([O:29][C@@H:30]([CH3:34])[CH2:31][O:32][CH3:33])[CH:13]=2)=[CH:10][CH:11]=1)=O.CS(O)(=O)=O.C(N(CC)CC)C.O. (3) Given the product [F:1][C:2]1[C:3](=[O:11])[N:4]([CH3:12])[CH:5]=[C:6]([N+:8]([O-:10])=[O:9])[CH:7]=1, predict the reactants needed to synthesize it. The reactants are: [F:1][C:2]1[C:3]([OH:11])=[N:4][CH:5]=[C:6]([N+:8]([O-:10])=[O:9])[CH:7]=1.[C:12]([O-])([O-])=O.[K+].[K+].CI.